From a dataset of Peptide-MHC class I binding affinity with 185,985 pairs from IEDB/IMGT. Regression. Given a peptide amino acid sequence and an MHC pseudo amino acid sequence, predict their binding affinity value. This is MHC class I binding data. (1) The peptide sequence is IKPPSPPTCML. The MHC is Mamu-A01 with pseudo-sequence Mamu-A01. The binding affinity (normalized) is 0.612. (2) The peptide sequence is LLDRGAAHV. The MHC is HLA-A02:01 with pseudo-sequence HLA-A02:01. The binding affinity (normalized) is 0.699. (3) The peptide sequence is DFTEVQLGIP. The MHC is Mamu-B03 with pseudo-sequence Mamu-B03. The binding affinity (normalized) is 0.